From a dataset of Forward reaction prediction with 1.9M reactions from USPTO patents (1976-2016). Predict the product of the given reaction. (1) Given the reactants Br[CH2:2][C:3]1[S:11][C:10]2[C:9]([N:12]3[CH2:17][CH2:16][O:15][CH2:14][CH2:13]3)=[N:8][C:7](Cl)=[N:6][C:5]=2[CH:4]=1.[NH:19]1[CH:23]=[CH:22][N:21]=[CH:20]1.C([O-])([O-])=O.[K+].[K+].C[N:31]([CH:33]=O)C, predict the reaction product. The product is: [N:19]1([CH2:2][C:3]2[S:11][C:10]3[C:9]([N:12]4[CH2:17][CH2:16][O:15][CH2:14][CH2:13]4)=[N:8][C:7]([C:5]4[CH:4]=[CH:3][CH:2]=[C:33]5[C:10]=4[CH:9]=[N:8][NH:31]5)=[N:6][C:5]=3[CH:4]=2)[CH:23]=[CH:22][N:21]=[CH:20]1. (2) The product is: [CH3:1][O:2][C:3]1[CH:15]=[CH:14][C:13]2[C:12]3[C:7](=[CH:8][CH:9]=[CH:10][CH:11]=3)[N:6]([CH2:19][C:20]([OH:22])=[O:21])[C:5]=2[CH:4]=1. Given the reactants [CH3:1][O:2][C:3]1[CH:15]=[CH:14][C:13]2[C:12]3[C:7](=[CH:8][CH:9]=[CH:10][CH:11]=3)[NH:6][C:5]=2[CH:4]=1.[H-].[Na+].Br[CH2:19][C:20]([O:22]CC)=[O:21].[OH-].[Na+], predict the reaction product. (3) Given the reactants [Mg].Br[C:3]1[CH:8]=[CH:7][C:6]([Cl:9])=[C:5]([Cl:10])[CH:4]=1.[CH3:11][N:12]1[CH2:17][C:16]([C:18]([O:20][CH3:21])=[O:19])=[CH:15][CH2:14][CH2:13]1.Cl, predict the reaction product. The product is: [CH3:21][O:20][C:18]([C@H:16]1[C@@H:15]([C:3]2[CH:8]=[CH:7][C:6]([Cl:9])=[C:5]([Cl:10])[CH:4]=2)[CH2:14][CH2:13][N:12]([CH3:11])[CH2:17]1)=[O:19].[CH3:21][O:20][C:18]([C@H:16]1[C@H:15]([C:3]2[CH:8]=[CH:7][C:6]([Cl:9])=[C:5]([Cl:10])[CH:4]=2)[CH2:14][CH2:13][N:12]([CH3:11])[CH2:17]1)=[O:19]. (4) Given the reactants C([O:8][CH2:9][CH2:10][CH2:11][C@H:12]([N:21]1[C:25]([CH:26]2[CH2:28][CH2:27]2)=[C:24]([CH:29]2[CH2:32][CH:31]([CH2:33][C:34]([CH3:37])([CH3:36])[CH3:35])[CH2:30]2)[N:23]=[N:22]1)[CH2:13][C:14]([O:16][C:17]([CH3:20])([CH3:19])[CH3:18])=[O:15])C1C=CC=CC=1, predict the reaction product. The product is: [CH:26]1([C:25]2[N:21]([C@@H:12]([CH2:11][CH2:10][CH2:9][OH:8])[CH2:13][C:14]([O:16][C:17]([CH3:20])([CH3:19])[CH3:18])=[O:15])[N:22]=[N:23][C:24]=2[CH:29]2[CH2:30][CH:31]([CH2:33][C:34]([CH3:37])([CH3:36])[CH3:35])[CH2:32]2)[CH2:28][CH2:27]1. (5) Given the reactants [CH:1]1([NH:4][C:5]([C:7]2[CH:8]=[C:9]([C:15]3[CH:20]=[CH:19][C:18]([C:21]([NH:23][NH2:24])=[O:22])=[CH:17][CH:16]=3)[C:10]([CH3:14])=[C:11]([F:13])[CH:12]=2)=[O:6])[CH2:3][CH2:2]1.[Cl:25][CH2:26][C:27](OCC)(OCC)OCC, predict the reaction product. The product is: [Cl:25][CH2:26][C:27]1[O:22][C:21]([C:18]2[CH:19]=[CH:20][C:15]([C:9]3[C:10]([CH3:14])=[C:11]([F:13])[CH:12]=[C:7]([C:5]([NH:4][CH:1]4[CH2:3][CH2:2]4)=[O:6])[CH:8]=3)=[CH:16][CH:17]=2)=[N:23][N:24]=1. (6) Given the reactants Cl.C(OCC)(=O)C.C([O:12][C:13]1[C:14]([CH2:19][N:20]2[CH2:25][CH2:24][CH:23]([CH:26]([CH2:29][C:30]3[CH:35]=[CH:34][CH:33]=[CH:32][C:31]=3[F:36])[C:27]#[N:28])[CH2:22][CH2:21]2)=[N:15][CH:16]=[CH:17][N:18]=1)(C)(C)C.[OH-].[Na+], predict the reaction product. The product is: [F:36][C:31]1[CH:32]=[CH:33][CH:34]=[CH:35][C:30]=1[CH2:29][CH:26]([CH:23]1[CH2:22][CH2:21][N:20]([CH2:19][C:14]2[C:13](=[O:12])[NH:18][CH:17]=[CH:16][N:15]=2)[CH2:25][CH2:24]1)[C:27]#[N:28]. (7) Given the reactants [Si:1]([O:8][CH:9]([CH:28]1[CH2:36][C:35]2[C:30](=[CH:31][CH:32]=[C:33]([O:37][C:38]3[CH:43]=[CH:42][CH:41]=[CH:40][CH:39]=3)[CH:34]=2)[CH2:29]1)[C:10]1[O:11][C:12]([Sn](CCCC)(CCCC)CCCC)=[CH:13][N:14]=1)([C:4]([CH3:7])([CH3:6])[CH3:5])([CH3:3])[CH3:2].Br[C:45]1[CH:50]=[CH:49][CH:48]=[CH:47][N:46]=1, predict the reaction product. The product is: [Si:1]([O:8][CH:9]([CH:28]1[CH2:36][C:31]2[C:30](=[CH:35][CH:34]=[C:33]([O:37][C:38]3[CH:43]=[CH:42][CH:41]=[CH:40][CH:39]=3)[CH:32]=2)[CH2:29]1)[C:10]1[O:11][C:12]([C:45]2[CH:50]=[CH:49][CH:48]=[CH:47][N:46]=2)=[CH:13][N:14]=1)([C:4]([CH3:6])([CH3:7])[CH3:5])([CH3:2])[CH3:3].